Dataset: Forward reaction prediction with 1.9M reactions from USPTO patents (1976-2016). Task: Predict the product of the given reaction. (1) Given the reactants [OH-].[Na+].O.CC[O:6][C:7]([C@@H:9]([NH:18][C@H:19]([C:21]([N:23]1[C@H:31]([C:32]([OH:34])=[O:33])[CH2:30][C@@H:29]2[C@@H:24]1[CH2:25][CH2:26][CH2:27][CH2:28]2)=[O:22])[CH3:20])[CH2:10][CH2:11][C:12]1[CH:13]=[CH:14][CH:15]=[CH:16][CH:17]=1)=[O:8].[ClH:35], predict the reaction product. The product is: [CH3:20][C@H:19]([NH:18][C@H:9]([C:7]([OH:8])=[O:6])[CH2:10][CH2:11][C:12]1[CH:13]=[CH:14][CH:15]=[CH:16][CH:17]=1)[C:21]([N:23]1[C@H:31]([C:32]([OH:34])=[O:33])[CH2:30][C@@H:29]2[C@@H:24]1[CH2:25][CH2:26][CH2:27][CH2:28]2)=[O:22].[Cl-:35]. (2) Given the reactants [Cl:1][C:2]1[C:8]([C:9]([F:12])([F:11])[F:10])=[CH:7][C:5]([NH2:6])=[CH:4][CH:3]=1.[C:13](N1C=CN=C1)(N1C=CN=C1)=[O:14].[NH2:25][C:26]1[CH:41]=[CH:40][C:29]([O:30][C:31]2[CH:36]=[CH:35][N:34]=[C:33]([C:37]([NH2:39])=[O:38])[CH:32]=2)=[CH:28][CH:27]=1.CCOC(C)=O, predict the reaction product. The product is: [Cl:1][C:2]1[CH:3]=[CH:4][C:5]([NH:6][C:13]([NH:25][C:26]2[CH:41]=[CH:40][C:29]([O:30][C:31]3[CH:36]=[CH:35][N:34]=[C:33]([C:37](=[O:38])[NH2:39])[CH:32]=3)=[CH:28][CH:27]=2)=[O:14])=[CH:7][C:8]=1[C:9]([F:10])([F:11])[F:12]. (3) Given the reactants [C:1]([N:8]1[C:12]2[CH:13]=[CH:14][C:15]([C:17]([F:20])([F:19])[F:18])=[CH:16][C:11]=2[NH:10][C:9]1=[O:21])(OC(C)(C)C)=O.ClC1[S:24][C:25]2[CH:31]=[C:30]([Cl:32])[CH:29]=[CH:28][C:26]=2[N:27]=1.C([O-])([O-])=O.[Cs+].[Cs+], predict the reaction product. The product is: [Cl:32][C:30]1[CH:29]=[CH:28][C:26]2[N:27]=[C:1]([N:8]3[C:12]4[CH:13]=[CH:14][C:15]([C:17]([F:18])([F:19])[F:20])=[CH:16][C:11]=4[NH:10][C:9]3=[O:21])[S:24][C:25]=2[CH:31]=1. (4) Given the reactants CC[O:3][C:4]([CH:6]1[CH2:11][N:10]([C:12]([O:14][C:15]([CH3:18])([CH3:17])[CH3:16])=[O:13])[C:9]2[CH:19]=[C:20]([Cl:24])[CH:21]=[C:22]([Br:23])[C:8]=2[O:7]1)=[O:5].O.[Li+].[OH-], predict the reaction product. The product is: [C:15]([O:14][C:12]([N:10]1[C:9]2[CH:19]=[C:20]([Cl:24])[CH:21]=[C:22]([Br:23])[C:8]=2[O:7][CH:6]([C:4]([OH:5])=[O:3])[CH2:11]1)=[O:13])([CH3:18])([CH3:16])[CH3:17]. (5) Given the reactants O=P12OP3(OP(OP(O3)(O1)=O)(=O)O2)=O.CO[CH:17]([O:32]C)[CH2:18][NH:19][C:20](=O)[C:21]1[CH:26]=[CH:25][C:24]([N+:27]([O-:29])=[O:28])=[C:23]([F:30])[CH:22]=1, predict the reaction product. The product is: [F:30][C:23]1[CH:22]=[C:21]([C:20]2[O:32][CH:17]=[CH:18][N:19]=2)[CH:26]=[CH:25][C:24]=1[N+:27]([O-:29])=[O:28].